From a dataset of NCI-60 drug combinations with 297,098 pairs across 59 cell lines. Regression. Given two drug SMILES strings and cell line genomic features, predict the synergy score measuring deviation from expected non-interaction effect. (1) Drug 1: C1=CN(C(=O)N=C1N)C2C(C(C(O2)CO)O)O.Cl. Drug 2: CC1C(C(CC(O1)OC2CC(CC3=C2C(=C4C(=C3O)C(=O)C5=CC=CC=C5C4=O)O)(C(=O)C)O)N)O. Cell line: NCI-H226. Synergy scores: CSS=46.2, Synergy_ZIP=-0.664, Synergy_Bliss=1.03, Synergy_Loewe=-1.85, Synergy_HSA=4.59. (2) Drug 1: CC1=C(C(=O)C2=C(C1=O)N3CC4C(C3(C2COC(=O)N)OC)N4)N. Drug 2: CC(C)CN1C=NC2=C1C3=CC=CC=C3N=C2N. Cell line: IGROV1. Synergy scores: CSS=10.9, Synergy_ZIP=-6.17, Synergy_Bliss=-2.02, Synergy_Loewe=-2.13, Synergy_HSA=-1.85. (3) Drug 1: CCC1=C2CN3C(=CC4=C(C3=O)COC(=O)C4(CC)O)C2=NC5=C1C=C(C=C5)O. Drug 2: CNC(=O)C1=NC=CC(=C1)OC2=CC=C(C=C2)NC(=O)NC3=CC(=C(C=C3)Cl)C(F)(F)F. Cell line: MDA-MB-435. Synergy scores: CSS=15.5, Synergy_ZIP=-4.71, Synergy_Bliss=0.645, Synergy_Loewe=-10.9, Synergy_HSA=1.64. (4) Drug 1: CC1C(C(CC(O1)OC2CC(CC3=C2C(=C4C(=C3O)C(=O)C5=C(C4=O)C(=CC=C5)OC)O)(C(=O)C)O)N)O.Cl. Drug 2: C1=CC(=CC=C1CC(C(=O)O)N)N(CCCl)CCCl.Cl. Cell line: HT29. Synergy scores: CSS=26.9, Synergy_ZIP=-6.01, Synergy_Bliss=-0.352, Synergy_Loewe=-21.4, Synergy_HSA=-2.61. (5) Drug 1: CC1OCC2C(O1)C(C(C(O2)OC3C4COC(=O)C4C(C5=CC6=C(C=C35)OCO6)C7=CC(=C(C(=C7)OC)O)OC)O)O. Drug 2: CC12CCC3C(C1CCC2OP(=O)(O)O)CCC4=C3C=CC(=C4)OC(=O)N(CCCl)CCCl.[Na+]. Cell line: U251. Synergy scores: CSS=47.2, Synergy_ZIP=-3.51, Synergy_Bliss=-5.30, Synergy_Loewe=-26.9, Synergy_HSA=-3.25. (6) Synergy scores: CSS=-0.307, Synergy_ZIP=-2.39, Synergy_Bliss=-7.60, Synergy_Loewe=-12.9, Synergy_HSA=-7.55. Cell line: HOP-92. Drug 1: CN(C)N=NC1=C(NC=N1)C(=O)N. Drug 2: CCCCCOC(=O)NC1=NC(=O)N(C=C1F)C2C(C(C(O2)C)O)O.